From a dataset of Catalyst prediction with 721,799 reactions and 888 catalyst types from USPTO. Predict which catalyst facilitates the given reaction. (1) Reactant: [Si:1]([O:8][CH2:9][C:10](=O)[CH3:11])([C:4]([CH3:7])([CH3:6])[CH3:5])([CH3:3])[CH3:2].[CH3:13][C:14]([S:17]([NH2:19])=[O:18])([CH3:16])[CH3:15]. Product: [Si:1]([O:8][CH2:9]/[C:10](=[N:19]/[S:17]([C:14]([CH3:16])([CH3:15])[CH3:13])=[O:18])/[CH3:11])([C:4]([CH3:7])([CH3:6])[CH3:5])([CH3:3])[CH3:2]. The catalyst class is: 220. (2) Reactant: [CH:1]([C:3]1[CH:4]=[C:5]([CH:9]=[CH:10][N:11]=1)[C:6]([OH:8])=[O:7])=C.[O:12]=[O+][O-].CSC. Product: [CH:1]([C:3]1[CH:4]=[C:5]([CH:9]=[CH:10][N:11]=1)[C:6]([OH:8])=[O:7])=[O:12]. The catalyst class is: 100.